Dataset: Full USPTO retrosynthesis dataset with 1.9M reactions from patents (1976-2016). Task: Predict the reactants needed to synthesize the given product. (1) The reactants are: C(Cl)(=O)C(Cl)=O.[C:7]([C:9]1[CH:17]=[CH:16][C:12]([C:13]([OH:15])=O)=[C:11]([F:18])[CH:10]=1)#[N:8].[N:19]1[CH:24]=[CH:23][CH:22]=[C:21]([NH2:25])[CH:20]=1. Given the product [C:7]([C:9]1[CH:17]=[CH:16][C:12]([C:13]([NH:25][C:21]2[CH:20]=[N:19][CH:24]=[CH:23][CH:22]=2)=[O:15])=[C:11]([F:18])[CH:10]=1)#[N:8], predict the reactants needed to synthesize it. (2) The reactants are: Cl.[C:2]1([N:8]([CH2:32][CH2:33][C:34]([O:36][CH2:37][CH2:38][CH3:39])=[O:35])[C:9]([C:11]2[CH:31]=[CH:30][C:14]3[N:15]([CH3:29])[C:16]([CH2:18][NH:19][C:20]4[CH:25]=[CH:24][C:23]([C:26](=[NH:28])[NH2:27])=[CH:22][CH:21]=4)=[N:17][C:13]=3[CH:12]=2)=[O:10])[CH:7]=[CH:6][CH:5]=[CH:4][CH:3]=1.Cl[C:41]([O:43][CH2:44][CH2:45][CH2:46][CH2:47][CH2:48][CH3:49])=[O:42]. Given the product [C:2]1([N:8]([CH2:32][CH2:33][C:34]([O:36][CH2:37][CH2:38][CH3:39])=[O:35])[C:9]([C:11]2[CH:31]=[CH:30][C:14]3[N:15]([CH3:29])[C:16]([CH2:18][NH:19][C:20]4[CH:25]=[CH:24][C:23]([C:26](=[NH:27])[NH:28][C:41]([O:43][CH2:44][CH2:45][CH2:46][CH2:47][CH2:48][CH3:49])=[O:42])=[CH:22][CH:21]=4)=[N:17][C:13]=3[CH:12]=2)=[O:10])[CH:3]=[CH:4][CH:5]=[CH:6][CH:7]=1, predict the reactants needed to synthesize it. (3) Given the product [CH2:16]([N:23]1[CH2:14][C:7]2[C:8](=[CH:9][CH:10]=[CH:11][C:6]=2[Br:5])[CH2:12]1)[C:17]1[CH:22]=[CH:21][CH:20]=[CH:19][CH:18]=1, predict the reactants needed to synthesize it. The reactants are: C(=O)(O)[O-].[Br:5][C:6]1[CH:11]=[CH:10][CH:9]=[C:8]([CH2:12]Br)[C:7]=1[CH2:14]Br.[CH2:16]([NH2:23])[C:17]1[CH:22]=[CH:21][CH:20]=[CH:19][CH:18]=1. (4) Given the product [Cl:1][C:2]1[CH:3]=[CH:4][C:5]([O:10][CH2:11][C:12]2[CH:17]=[CH:16][CH:15]=[C:14]([F:18])[C:13]=2[F:19])=[C:6]([C:7](=[O:8])[CH2:21][CH2:20][C:22](=[O:23])[CH3:24])[CH:9]=1, predict the reactants needed to synthesize it. The reactants are: [Cl:1][C:2]1[CH:3]=[CH:4][C:5]([O:10][CH2:11][C:12]2[CH:17]=[CH:16][CH:15]=[C:14]([F:18])[C:13]=2[F:19])=[C:6]([CH:9]=1)[CH:7]=[O:8].[CH:20]([C:22]([CH3:24])=[O:23])=[CH2:21].C(N(CC)CC)C. (5) Given the product [CH3:1][N:2]1[C:6]([C:7]2[S:8][C:9]([Br:27])=[C:10]([Cl:13])[C:11]=2[Cl:12])=[N:5][C:4]([C:14]2[C:19]([F:20])=[CH:18][CH:17]=[CH:16][C:15]=2[Cl:21])=[N:3]1, predict the reactants needed to synthesize it. The reactants are: [CH3:1][N:2]1[C:6]([C:7]2[S:8][CH:9]=[C:10]([Cl:13])[C:11]=2[Cl:12])=[N:5][C:4]([C:14]2[C:19]([F:20])=[CH:18][CH:17]=[CH:16][C:15]=2[Cl:21])=[N:3]1.C([O-])(=O)C.[Na+].[Br:27]Br.C(Cl)Cl. (6) Given the product [C:24]1([NH:23][C:19]2[N:18]=[C:17]([C:16]3[C:8]([C:4]4[CH:3]=[C:2]([NH:1][C:34](=[O:41])[C:35]5[CH:40]=[CH:39][CH:38]=[N:37][CH:36]=5)[CH:7]=[CH:6][CH:5]=4)=[N:9][N:10]4[CH:15]=[CH:14][CH:13]=[CH:12][C:11]=34)[CH:22]=[CH:21][N:20]=2)[CH:29]=[CH:28][CH:27]=[CH:26][CH:25]=1, predict the reactants needed to synthesize it. The reactants are: [NH2:1][C:2]1[CH:3]=[C:4]([C:8]2[C:16]([C:17]3[CH:22]=[CH:21][N:20]=[C:19]([NH:23][C:24]4[CH:29]=[CH:28][CH:27]=[CH:26][CH:25]=4)[N:18]=3)=[C:11]3[CH:12]=[CH:13][CH:14]=[CH:15][N:10]3[N:9]=2)[CH:5]=[CH:6][CH:7]=1.C(Cl)Cl.Cl.[C:34](Cl)(=[O:41])[C:35]1[CH:40]=[CH:39][CH:38]=[N:37][CH:36]=1. (7) Given the product [C:25]([N:28]1[C:36]2[C:31](=[CH:32][C:33]([NH:37][C:2]3[N:7]=[C:6]([C:8]4[S:12][C:11]([NH:13][CH2:14][CH3:15])=[N:10][C:9]=4[C:16]4[CH:21]=[C:20]([O:22][CH3:23])[CH:19]=[C:18]([CH3:24])[CH:17]=4)[CH:5]=[CH:4][N:3]=3)=[CH:34][CH:35]=2)[CH2:30][CH2:29]1)(=[O:27])[CH3:26], predict the reactants needed to synthesize it. The reactants are: Cl[C:2]1[N:7]=[C:6]([C:8]2[S:12][C:11]([NH:13][CH2:14][CH3:15])=[N:10][C:9]=2[C:16]2[CH:21]=[C:20]([O:22][CH3:23])[CH:19]=[C:18]([CH3:24])[CH:17]=2)[CH:5]=[CH:4][N:3]=1.[C:25]([N:28]1[C:36]2[C:31](=[CH:32][C:33]([NH2:37])=[CH:34][CH:35]=2)[CH2:30][CH2:29]1)(=[O:27])[CH3:26].Cl.O1CCOCC1. (8) Given the product [Cl:1][C:2]1[C:7]([NH2:20])=[N:6][C:5]([F:9])=[N:4][C:3]=1[N:10]1[C:14]2[CH:15]=[CH:16][CH:17]=[CH:18][C:13]=2[N:12]=[C:11]1[CH3:19], predict the reactants needed to synthesize it. The reactants are: [Cl:1][C:2]1[C:3]([N:10]2[C:14]3[CH:15]=[CH:16][CH:17]=[CH:18][C:13]=3[N:12]=[C:11]2[CH3:19])=[N:4][C:5]([F:9])=[N:6][C:7]=1F.[NH4+:20].[OH-].